From a dataset of Peptide-MHC class I binding affinity with 185,985 pairs from IEDB/IMGT. Regression. Given a peptide amino acid sequence and an MHC pseudo amino acid sequence, predict their binding affinity value. This is MHC class I binding data. (1) The peptide sequence is FMDPGIFPR. The MHC is HLA-B27:03 with pseudo-sequence HLA-B27:03. The binding affinity (normalized) is 0.0847. (2) The peptide sequence is VLYCVHQEI. The MHC is HLA-A69:01 with pseudo-sequence HLA-A69:01. The binding affinity (normalized) is 0.379. (3) The peptide sequence is HPRVSSEVHI. The MHC is HLA-A02:03 with pseudo-sequence HLA-A02:03. The binding affinity (normalized) is 0. (4) The MHC is HLA-A02:12 with pseudo-sequence HLA-A02:12. The binding affinity (normalized) is 0.898. The peptide sequence is KQMEDGHTL. (5) The peptide sequence is WMNHHAITY. The MHC is HLA-A29:02 with pseudo-sequence HLA-A29:02. The binding affinity (normalized) is 1.00. (6) The peptide sequence is ATAAAAAAK. The MHC is HLA-A02:01 with pseudo-sequence HLA-A02:01. The binding affinity (normalized) is 0.149. (7) The peptide sequence is KRQEILDLWVY. The MHC is HLA-A33:01 with pseudo-sequence HLA-A33:01. The binding affinity (normalized) is 0.